From a dataset of Forward reaction prediction with 1.9M reactions from USPTO patents (1976-2016). Predict the product of the given reaction. Given the reactants [Br:1][C:2]1[CH:7]=[CH:6][C:5](/[CH:8]=[CH:9]/[C:10]([C:12]2[S:13][CH:14]=[CH:15][CH:16]=2)=O)=[CH:4][CH:3]=1.C1(C=CC(C2C=CC=CC=2)=O)C=CC=CC=1.[C:33]([CH2:35][C:36]([NH2:38])=[S:37])#[N:34], predict the reaction product. The product is: [Br:1][C:2]1[CH:7]=[CH:6][C:5]([C:8]2[CH:9]=[C:10]([C:12]3[S:13][CH:14]=[CH:15][CH:16]=3)[NH:38][C:36](=[S:37])[C:35]=2[C:33]#[N:34])=[CH:4][CH:3]=1.